Dataset: Catalyst prediction with 721,799 reactions and 888 catalyst types from USPTO. Task: Predict which catalyst facilitates the given reaction. (1) Reactant: Br[C:2]1[CH:3]=[C:4]([N:11]2[CH2:16][CH2:15][N:14]([CH3:17])[CH2:13][CH2:12]2)[CH:5]=[CH:6][C:7]=1[N+:8]([O-:10])=[O:9].C([O-])([O-])=O.[K+].[K+].CC1(C)C(C)(C)OB([C:32]2[CH2:33][CH2:34][O:35][CH2:36][CH:37]=2)O1. Product: [O:35]1[CH2:34][CH:33]=[C:32]([C:2]2[CH:3]=[C:4]([N:11]3[CH2:16][CH2:15][N:14]([CH3:17])[CH2:13][CH2:12]3)[CH:5]=[CH:6][C:7]=2[N+:8]([O-:10])=[O:9])[CH2:37][CH2:36]1. The catalyst class is: 12. (2) Reactant: [CH:1]([C:3]1[CH:11]=[CH:10][C:6]([C:7]([OH:9])=[O:8])=[CH:5][CH:4]=1)=O.[C:12](P(C1C=CC=CC=1)(C1C=CC=CC=1)C1C=CC=CC=1)([O:14][CH2:15][CH3:16])=[O:13].[OH-].[Na+].[CH2:38]1COCC1. Product: [CH2:15]([O:14][C:12](/[CH:38]=[CH:1]/[C:3]1[CH:11]=[CH:10][C:6]([C:7]([OH:9])=[O:8])=[CH:5][CH:4]=1)=[O:13])[CH3:16]. The catalyst class is: 6. (3) Reactant: [OH:1][C:2]1[CH:22]=[CH:21][C:5]([O:6][CH2:7][CH2:8][CH2:9][N:10]2[C:18](=[O:19])[C:17]3[C:12](=[CH:13][CH:14]=[CH:15][CH:16]=3)[C:11]2=[O:20])=[CH:4][CH:3]=1.[Br:23]Br. Product: [Br:23][C:3]1[CH:4]=[C:5]([CH:21]=[CH:22][C:2]=1[OH:1])[O:6][CH2:7][CH2:8][CH2:9][N:10]1[C:11](=[O:20])[C:12]2[C:17](=[CH:16][CH:15]=[CH:14][CH:13]=2)[C:18]1=[O:19]. The catalyst class is: 4. (4) Reactant: [OH:1][C:2]1[C:7]([C:8]([O:10]CC)=[O:9])=[CH:6][N:5]=[CH:4][N:3]=1.O[Li].O. Product: [OH:1][C:2]1[C:7]([C:8]([OH:10])=[O:9])=[CH:6][N:5]=[CH:4][N:3]=1. The catalyst class is: 36. (5) Reactant: Cl.[CH2:2]1[C:11]2[C:6](=[CH:7][CH:8]=[N:9][CH:10]=2)[CH2:5][CH2:4][NH:3]1.F[C:13]1[CH:18]=[CH:17][C:16]([N+:19]([O-:21])=[O:20])=[CH:15][CH:14]=1.C(=O)([O-])[O-].[K+].[K+]. Product: [N+:19]([C:16]1[CH:17]=[CH:18][C:13]([N:9]2[CH2:8][CH2:7][C:6]3[C:11](=[CH:2][N:3]=[CH:4][CH:5]=3)[CH2:10]2)=[CH:14][CH:15]=1)([O-:21])=[O:20]. The catalyst class is: 3.